Dataset: Full USPTO retrosynthesis dataset with 1.9M reactions from patents (1976-2016). Task: Predict the reactants needed to synthesize the given product. Given the product [NH2:9][C:7]1[CH:6]=[C:5]([C:12]2[S:16][C:15]([C:17]3([OH:21])[CH2:20][CH2:19][CH2:18]3)=[N:14][CH:13]=2)[CH:4]=[C:3]([Cl:2])[CH:8]=1, predict the reactants needed to synthesize it. The reactants are: O.[Cl:2][C:3]1[CH:4]=[C:5]([C:12]2[S:16][C:15]([C:17]3([OH:21])[CH2:20][CH2:19][CH2:18]3)=[N:14][CH:13]=2)[CH:6]=[C:7]([N+:9]([O-])=O)[CH:8]=1.[Cl-].[NH4+].